This data is from Forward reaction prediction with 1.9M reactions from USPTO patents (1976-2016). The task is: Predict the product of the given reaction. (1) Given the reactants Cl[C:2]1[N:7]=[C:6]([NH:8][C:9]([C:11]2([C:14]3[CH:15]=[CH:16][C:17]4[O:21][CH2:20][CH2:19][C:18]=4[CH:22]=3)[CH2:13][CH2:12]2)=[O:10])[CH:5]=[C:4]([CH3:23])[C:3]=1[CH3:24].[CH3:25][O:26][C:27]1[C:32](B(O)O)=[CH:31][CH:30]=[CH:29][N:28]=1.C([O-])([O-])=O.[Na+].[Na+], predict the reaction product. The product is: [O:21]1[C:17]2[CH:16]=[CH:15][C:14]([C:11]3([C:9]([NH:8][C:6]4[N:7]=[C:2]([C:32]5[C:27]([O:26][CH3:25])=[N:28][CH:29]=[CH:30][CH:31]=5)[C:3]([CH3:24])=[C:4]([CH3:23])[CH:5]=4)=[O:10])[CH2:13][CH2:12]3)=[CH:22][C:18]=2[CH2:19][CH2:20]1. (2) The product is: [CH:22]([N:21]1[C:5]2=[CH:6][C:7]3[C:8]([CH3:20])([CH3:19])[C:9](=[O:18])[N:10]([CH2:13][CH2:14][CH2:15][CH2:16][CH3:17])[C:11]=3[CH:12]=[C:4]2[N:3]=[C:2]1[NH:1][C:25](=[O:32])[C:26]1[CH:31]=[CH:30][CH:29]=[CH:28][CH:27]=1)([CH3:23])[CH3:24]. Given the reactants [NH2:1][C:2]1[N:21]([CH:22]([CH3:24])[CH3:23])[C:5]2=[CH:6][C:7]3[C:8]([CH3:20])([CH3:19])[C:9](=[O:18])[N:10]([CH2:13][CH2:14][CH2:15][CH2:16][CH3:17])[C:11]=3[CH:12]=[C:4]2[N:3]=1.[C:25](Cl)(=[O:32])[C:26]1[CH:31]=[CH:30][CH:29]=[CH:28][CH:27]=1, predict the reaction product. (3) Given the reactants Br[C:2]1[CH:3]=[CH:4][C:5]([C:8]([CH3:11])([CH3:10])[CH3:9])=[N:6][CH:7]=1.[Li]CCCC.[CH2:17]1[O:19][CH2:18]1, predict the reaction product. The product is: [C:8]([C:5]1[N:6]=[CH:7][C:2]([CH2:17][CH2:18][OH:19])=[CH:3][CH:4]=1)([CH3:11])([CH3:10])[CH3:9].